Task: Predict which catalyst facilitates the given reaction.. Dataset: Catalyst prediction with 721,799 reactions and 888 catalyst types from USPTO (1) Reactant: [Cl-].O[NH3+:3].[C:4](=[O:7])([O-])[OH:5].[Na+].CS(C)=O.[OH:13][C:14]([CH3:52])([CH3:51])[CH2:15][O:16][C@@H:17]1[CH2:22][CH2:21][C@H:20]([N:23]2[C:28](=[O:29])[C:27]([CH2:30][C:31]3[CH:36]=[CH:35][C:34]([C:37]4[C:38]([C:43]#[N:44])=[CH:39][CH:40]=[CH:41][CH:42]=4)=[CH:33][CH:32]=3)=[C:26]([CH2:45][CH2:46][CH3:47])[N:25]3[N:48]=[CH:49][N:50]=[C:24]23)[CH2:19][CH2:18]1. Product: [OH:13][C:14]([CH3:51])([CH3:52])[CH2:15][O:16][C@@H:17]1[CH2:22][CH2:21][C@H:20]([N:23]2[C:28](=[O:29])[C:27]([CH2:30][C:31]3[CH:36]=[CH:35][C:34]([C:37]4[CH:42]=[CH:41][CH:40]=[CH:39][C:38]=4[C:43]4[NH:3][C:4](=[O:7])[O:5][N:44]=4)=[CH:33][CH:32]=3)=[C:26]([CH2:45][CH2:46][CH3:47])[N:25]3[N:48]=[CH:49][N:50]=[C:24]23)[CH2:19][CH2:18]1. The catalyst class is: 13. (2) Reactant: [Cl-].[In+3].[Cl-].[Cl-].FC(F)(F)C(O)=O.O[CH:13]([C:19]1[CH:24]=[CH:23][C:22]([C:25]([F:28])([F:27])[F:26])=[CH:21][CH:20]=1)[CH:14]1[CH2:16][CH:15]1[C:17]#[N:18].[F:29][C:30]1[CH:31]=[C:32]2[C:36](=[C:37]([CH2:39][S:40]([CH3:43])(=[O:42])=[O:41])[CH:38]=1)[NH:35][CH:34]=[CH:33]2. Product: [F:29][C:30]1[CH:31]=[C:32]2[C:36](=[C:37]([CH2:39][S:40]([CH3:43])(=[O:41])=[O:42])[CH:38]=1)[NH:35][CH:34]=[C:33]2[CH:13]([C:19]1[CH:24]=[CH:23][C:22]([C:25]([F:28])([F:27])[F:26])=[CH:21][CH:20]=1)[CH:14]1[CH2:16][CH:15]1[C:17]#[N:18]. The catalyst class is: 26. (3) Reactant: [CH2:1]([OH:4])[CH2:2][OH:3].[H-].[Na+].[N+:7]([C:10]1[CH:11]=[C:12]([CH:15]=[CH:16][CH:17]=1)[CH2:13]Br)([O-:9])=[O:8].P([O-])([O-])([O-])=O. Product: [N+:7]([C:10]1[CH:11]=[C:12]([CH2:13][O:3][CH2:2][CH2:1][OH:4])[CH:15]=[CH:16][CH:17]=1)([O-:9])=[O:8]. The catalyst class is: 18.